This data is from NCI-60 drug combinations with 297,098 pairs across 59 cell lines. The task is: Regression. Given two drug SMILES strings and cell line genomic features, predict the synergy score measuring deviation from expected non-interaction effect. (1) Drug 1: CC1=C(N=C(N=C1N)C(CC(=O)N)NCC(C(=O)N)N)C(=O)NC(C(C2=CN=CN2)OC3C(C(C(C(O3)CO)O)O)OC4C(C(C(C(O4)CO)O)OC(=O)N)O)C(=O)NC(C)C(C(C)C(=O)NC(C(C)O)C(=O)NCCC5=NC(=CS5)C6=NC(=CS6)C(=O)NCCC[S+](C)C)O. Cell line: UO-31. Synergy scores: CSS=31.6, Synergy_ZIP=-8.04, Synergy_Bliss=-2.63, Synergy_Loewe=-1.79, Synergy_HSA=0.201. Drug 2: CCC1(C2=C(COC1=O)C(=O)N3CC4=CC5=C(C=CC(=C5CN(C)C)O)N=C4C3=C2)O.Cl. (2) Drug 1: CN(C)C1=NC(=NC(=N1)N(C)C)N(C)C. Drug 2: C(=O)(N)NO. Cell line: HT29. Synergy scores: CSS=7.78, Synergy_ZIP=-1.62, Synergy_Bliss=5.18, Synergy_Loewe=-4.62, Synergy_HSA=-0.560.